This data is from Full USPTO retrosynthesis dataset with 1.9M reactions from patents (1976-2016). The task is: Predict the reactants needed to synthesize the given product. (1) Given the product [Cl:12][C:5]1[C:6]([NH:8][CH:9]2[CH2:11][CH2:10]2)=[N:7][C:2]([NH:13][C:14]2[CH:15]=[C:16]([C:20](=[O:22])[CH3:21])[CH:17]=[CH:18][CH:19]=2)=[N:3][CH:4]=1, predict the reactants needed to synthesize it. The reactants are: Cl[C:2]1[N:7]=[C:6]([NH:8][CH:9]2[CH2:11][CH2:10]2)[C:5]([Cl:12])=[CH:4][N:3]=1.[NH2:13][C:14]1[CH:15]=[C:16]([C:20](=[O:22])[CH3:21])[CH:17]=[CH:18][CH:19]=1.C1(C)C=CC(S(O)(=O)=O)=CC=1.C([O-])(O)=O.[Na+]. (2) Given the product [Cl:18][C:2]1[C:3]2[CH:15]=[CH:14][S:13][C:4]=2[N:5]=[C:6]([C:8]([O:10][CH2:11][CH3:12])=[O:9])[N:7]=1, predict the reactants needed to synthesize it. The reactants are: O=[C:2]1[NH:7][C:6]([C:8]([O:10][CH2:11][CH3:12])=[O:9])=[N:5][C:4]2[S:13][CH:14]=[CH:15][C:3]1=2.P(Cl)(Cl)([Cl:18])=O. (3) Given the product [C:1]([C:4]1[CH:25]=[CH:24][C:7]2[NH:8][C:9](=[C:11]([C:14]3[N:19]=[C:18]([C:20]([F:23])([F:21])[F:22])[CH:17]=[CH:16][N:15]=3)[C:12]([NH2:13])=[O:26])[NH:10][C:6]=2[CH:5]=1)([OH:3])=[O:2], predict the reactants needed to synthesize it. The reactants are: [C:1]([C:4]1[CH:25]=[CH:24][C:7]2[NH:8][C:9](=[C:11]([C:14]3[N:19]=[C:18]([C:20]([F:23])([F:22])[F:21])[CH:17]=[CH:16][N:15]=3)[C:12]#[N:13])[NH:10][C:6]=2[CH:5]=1)([OH:3])=[O:2].[OH2:26]. (4) The reactants are: [CH:1]([N:4]1[CH:8]=[N:7][C:6]([CH3:9])=[N:5]1)([CH3:3])[CH3:2].C([Li])CCC.[Li]CCCC.[Cl:20][CH2:21][C:22](N(OC)C)=[O:23].C(O)(=O)CC.C(O)(=O)CC(CC(O)=O)(C(O)=O)O. Given the product [Cl:20][CH2:21][C:22]([C:8]1[N:4]([CH:1]([CH3:3])[CH3:2])[N:5]=[C:6]([CH3:9])[N:7]=1)=[O:23], predict the reactants needed to synthesize it. (5) Given the product [CH2:19]([N:21]1[CH2:16][CH2:15][P:3](=[O:17])([C:4]2[CH:9]=[CH:8][C:7]([N+:10]([O-:12])=[O:11])=[C:6]([O:13][CH3:14])[CH:5]=2)[CH2:1][CH2:2]1)[CH3:20], predict the reactants needed to synthesize it. The reactants are: [CH:1]([P:3](=[O:17])([CH:15]=[CH2:16])[C:4]1[CH:9]=[CH:8][C:7]([N+:10]([O-:12])=[O:11])=[C:6]([O:13][CH3:14])[CH:5]=1)=[CH2:2].Cl.[CH2:19]([NH2:21])[CH3:20].[OH-].[Na+].C(N)C.